From a dataset of NCI-60 drug combinations with 297,098 pairs across 59 cell lines. Regression. Given two drug SMILES strings and cell line genomic features, predict the synergy score measuring deviation from expected non-interaction effect. (1) Drug 1: CN1C(=O)N2C=NC(=C2N=N1)C(=O)N. Drug 2: C1CC(=O)NC(=O)C1N2C(=O)C3=CC=CC=C3C2=O. Cell line: NCI-H226. Synergy scores: CSS=-2.03, Synergy_ZIP=1.74, Synergy_Bliss=0.232, Synergy_Loewe=-2.24, Synergy_HSA=-3.62. (2) Drug 1: CC1=C(C=C(C=C1)NC2=NC=CC(=N2)N(C)C3=CC4=NN(C(=C4C=C3)C)C)S(=O)(=O)N.Cl. Drug 2: C1=NC(=NC(=O)N1C2C(C(C(O2)CO)O)O)N. Cell line: NCI-H226. Synergy scores: CSS=20.0, Synergy_ZIP=3.16, Synergy_Bliss=9.14, Synergy_Loewe=8.04, Synergy_HSA=8.00. (3) Drug 1: CC1C(C(CC(O1)OC2CC(CC3=C2C(=C4C(=C3O)C(=O)C5=C(C4=O)C(=CC=C5)OC)O)(C(=O)C)O)N)O.Cl. Drug 2: CCC1(CC2CC(C3=C(CCN(C2)C1)C4=CC=CC=C4N3)(C5=C(C=C6C(=C5)C78CCN9C7C(C=CC9)(C(C(C8N6C=O)(C(=O)OC)O)OC(=O)C)CC)OC)C(=O)OC)O.OS(=O)(=O)O. Cell line: ACHN. Synergy scores: CSS=4.55, Synergy_ZIP=-0.775, Synergy_Bliss=1.42, Synergy_Loewe=-6.75, Synergy_HSA=0.661. (4) Cell line: OVCAR-5. Synergy scores: CSS=10.6, Synergy_ZIP=-4.49, Synergy_Bliss=1.35, Synergy_Loewe=-36.1, Synergy_HSA=-1.80. Drug 2: C1=CC=C(C=C1)NC(=O)CCCCCCC(=O)NO. Drug 1: CN(C)C1=NC(=NC(=N1)N(C)C)N(C)C. (5) Drug 1: CC(CN1CC(=O)NC(=O)C1)N2CC(=O)NC(=O)C2. Drug 2: C1=CN(C=N1)CC(O)(P(=O)(O)O)P(=O)(O)O. Cell line: UACC-257. Synergy scores: CSS=3.08, Synergy_ZIP=4.15, Synergy_Bliss=-0.328, Synergy_Loewe=-0.727, Synergy_HSA=-1.28. (6) Drug 1: C1=CC(=C2C(=C1NCCNCCO)C(=O)C3=C(C=CC(=C3C2=O)O)O)NCCNCCO. Drug 2: CC1=C(C(=CC=C1)Cl)NC(=O)C2=CN=C(S2)NC3=CC(=NC(=N3)C)N4CCN(CC4)CCO. Cell line: OVCAR-8. Synergy scores: CSS=53.0, Synergy_ZIP=6.66, Synergy_Bliss=6.67, Synergy_Loewe=5.43, Synergy_HSA=8.96.